This data is from Peptide-MHC class I binding affinity with 185,985 pairs from IEDB/IMGT. The task is: Regression. Given a peptide amino acid sequence and an MHC pseudo amino acid sequence, predict their binding affinity value. This is MHC class I binding data. (1) The peptide sequence is NLAADLTQI. The MHC is HLA-A02:03 with pseudo-sequence HLA-A02:03. The binding affinity (normalized) is 0.845. (2) The peptide sequence is TYGWNIVKL. The MHC is HLA-A23:01 with pseudo-sequence HLA-A23:01. The binding affinity (normalized) is 0.597.